This data is from Forward reaction prediction with 1.9M reactions from USPTO patents (1976-2016). The task is: Predict the product of the given reaction. (1) Given the reactants [Cl:1][C:2]1[CH:7]=[CH:6][C:5]([C:8]2[N:12]([CH:13]([CH:16]3[CH2:21][CH2:20][CH2:19][CH2:18][CH2:17]3)[CH2:14][OH:15])[C:11]3[CH:22]=[CH:23][CH:24]=[CH:25][C:10]=3[N:9]=2)=[CH:4][CH:3]=1.O[C:27]1[CH:36]=[CH:35][C:30]([C:31]([O:33][CH3:34])=[O:32])=[CH:29][CH:28]=1.N(C(OC(C)(C)C)=O)=NC(OC(C)(C)C)=O, predict the reaction product. The product is: [CH3:34][O:33][C:31](=[O:32])[C:30]1[CH:35]=[CH:36][C:27]([O:15][CH2:14][CH:13]([N:12]2[C:11]3[CH:22]=[CH:23][CH:24]=[CH:25][C:10]=3[N:9]=[C:8]2[C:5]2[CH:6]=[CH:7][C:2]([Cl:1])=[CH:3][CH:4]=2)[CH:16]2[CH2:21][CH2:20][CH2:19][CH2:18][CH2:17]2)=[CH:28][CH:29]=1. (2) Given the reactants [CH2:1]([N:3]1[C:7](=[O:8])[C:6](=[O:9])[CH:5](C)[NH:4]1)[CH3:2].C(N1C(=O)C(=O)C(C2C=CC=CC=2)N1)C.C(N1C(=O)C(=O)C(C2C=CC(Cl)=CC=2)N1)C.C(N1C(=O)C(=O)C(C2C=CC=C(OC)C=2)N1)C.C(N1C(=O)C(=O)C(C2C=CC(OC)=CC=2)N1)C.C(N1C(=O)C(=O)C(C2C=CC=C([N+]([O-])=O)C=2)N1)C.C(N1C(=O)C(=O)C(C2C=CC(C)=CC=2)N1)C.C(N1C(=O)C(=O)C(OC)N1)C.C(N1C(=O)C(=O)C(OCC)N1)C.C(N1C(=O)C(=O)C(N(C)C)N1)C.C(N1C(=O)C(=O)C(N(CC)CC)N1)C.C(N1C(=O)C(=O)C(NC(=O)C)N1)C.C(N1C(=O)C(=O)C(C(O)=O)N1)C.C(N1C(=O)C(=O)C(C(OC)=O)N1)C.C(N1C(=O)C(=O)C(C(OCC)=O)N1)C, predict the reaction product. The product is: [CH2:1]([N:3]1[C:7](=[O:8])[C:6](=[O:9])[CH2:5][NH:4]1)[CH3:2]. (3) Given the reactants [S:1](Cl)(Cl)=[O:2].C[Si](C)(C)[N:7]([Si](C)(C)C)[C:8](=[O:31])[C:9]([F:30])([F:29])[C:10]([F:28])([F:27])[C:11]([F:26])([F:25])[C:12]([F:24])([F:23])[C:13]([F:22])([F:21])[C:14]([F:20])([F:19])[C:15]([F:18])([F:17])[F:16], predict the reaction product. The product is: [S:1](=[N:7][C:8](=[O:31])[C:9]([F:29])([F:30])[C:10]([F:27])([F:28])[C:11]([F:25])([F:26])[C:12]([F:23])([F:24])[C:13]([F:21])([F:22])[C:14]([F:20])([F:19])[C:15]([F:18])([F:17])[F:16])=[O:2]. (4) Given the reactants [C:1](=O)(O)[O-].[Na+].Cl.[NH2:7][OH:8].[C:9]([C:11]1[CH:12]=[CH:13][C:14]([NH:17][C:18](=[O:24])[CH2:19][CH2:20][C:21]([OH:23])=[O:22])=[N:15][CH:16]=1)#[N:10], predict the reaction product. The product is: [OH:8]/[N:7]=[C:9](/[C:11]1[CH:12]=[CH:13][C:14]([NH:17][C:18](=[O:24])[CH2:19][CH2:20][C:21]([O:23][CH3:1])=[O:22])=[N:15][CH:16]=1)\[NH2:10]. (5) Given the reactants C1(P(C2C=CC=CC=2)C2C=CC=CC=2)C=CC=CC=1.[Br:20][C:21]1[CH:22]=[C:23]([CH2:29]O)[CH:24]=[C:25]([O:27][CH3:28])[CH:26]=1.[Br:31]N1C(=O)CCC1=O, predict the reaction product. The product is: [Br:20][C:21]1[CH:26]=[C:25]([O:27][CH3:28])[CH:24]=[C:23]([CH2:29][Br:31])[CH:22]=1. (6) The product is: [C:1]([NH:4][C@@H:5]1[C@@H:6]([O:29][C@@H:30]([CH3:43])[C:31]([NH:33][C@@H:34]([CH3:42])[CH2:35][C:36]2[CH:41]=[CH:40][CH:39]=[CH:38][CH:37]=2)=[O:32])[C@H:7]([OH:8])[C@@H:12]([CH2:11][OH:10])[O:13][C@@H:14]1[O:15][CH2:16][C:17]1[CH:22]=[CH:21][CH:20]=[CH:19][CH:18]=1)(=[O:3])[CH3:2]. Given the reactants [C:1]([NH:4][C@H:5]1[C@@H:14]([O:15][CH2:16][C:17]2[CH:22]=[CH:21][CH:20]=[CH:19][CH:18]=2)[O:13][C@H:12]2[C@@H:7]([O:8][C@H](C3C=CC=CC=3)[O:10][CH2:11]2)[C@@H:6]1[O:29][C@@H:30]([CH3:43])[C:31]([NH:33][C@@H:34]([CH3:42])[CH2:35][C:36]1[CH:41]=[CH:40][CH:39]=[CH:38][CH:37]=1)=[O:32])(=[O:3])[CH3:2].C1(C)C=CC(S(O)(=O)=O)=CC=1.C(N(CC)CC)C, predict the reaction product. (7) Given the reactants [Cl:1][C:2]1[C:3]([NH:10][CH2:11][C:12]2[N:17]=[CH:16][C:15]([OH:18])=[CH:14][CH:13]=2)=[N:4][C:5]([CH3:9])=[N:6][C:7]=1[CH3:8].C(=O)([O-])[O-].[K+].[K+].Cl[C:26]1[CH:27]=[CH:28][C:29]2[N:30]([C:32]([N+:35]([O-:37])=[O:36])=[CH:33][N:34]=2)[N:31]=1.O, predict the reaction product. The product is: [Cl:1][C:2]1[C:3]([NH:10][CH2:11][C:12]2[CH:13]=[CH:14][C:15]([O:18][C:26]3[CH:27]=[CH:28][C:29]4[N:30]([C:32]([N+:35]([O-:37])=[O:36])=[CH:33][N:34]=4)[N:31]=3)=[CH:16][N:17]=2)=[N:4][C:5]([CH3:9])=[N:6][C:7]=1[CH3:8]. (8) Given the reactants Br[C:2]1[CH:7]=[CH:6][C:5]([C:8]2([O:26][C@H:25]([CH2:27][O:28][C:29](=[O:31])[CH3:30])[C@@H:20]([O:21][C:22](=[O:24])[CH3:23])[C@H:15]([O:16][C:17](=[O:19])[CH3:18])[C@H:10]2[O:11][C:12](=[O:14])[CH3:13])[OH:9])=[CH:4][C:3]=1[CH2:32][O:33][C:34]1[CH:39]=[CH:38][CH:37]=[CH:36][CH:35]=1.[Cu](C#N)[C:41]#[N:42], predict the reaction product. The product is: [O:33]([CH2:32][C:3]1[CH:4]=[C:5]([C:8]2([O:26][C@H:25]([CH2:27][O:28][C:29](=[O:31])[CH3:30])[C@@H:20]([O:21][C:22](=[O:24])[CH3:23])[C@H:15]([O:16][C:17](=[O:19])[CH3:18])[C@H:10]2[O:11][C:12](=[O:14])[CH3:13])[OH:9])[CH:6]=[CH:7][C:2]=1[C:41]#[N:42])[C:34]1[CH:35]=[CH:36][CH:37]=[CH:38][CH:39]=1.